Dataset: Catalyst prediction with 721,799 reactions and 888 catalyst types from USPTO. Task: Predict which catalyst facilitates the given reaction. (1) The catalyst class is: 31. Reactant: [CH3:1][C@@H:2]1[CH2:7][CH2:6][C@H:5](OS(C)(=O)=O)[CH2:4][N:3]1[C:13]([O:15][CH2:16][C:17]1[CH:22]=[CH:21][CH:20]=[CH:19][CH:18]=1)=[O:14].[N-:23]=[N+:24]=[N-:25].[Na+]. Product: [N:23]([C@H:5]1[CH2:4][N:3]([C:13]([O:15][CH2:16][C:17]2[CH:22]=[CH:21][CH:20]=[CH:19][CH:18]=2)=[O:14])[C@H:2]([CH3:1])[CH2:7][CH2:6]1)=[N+:24]=[N-:25]. (2) Reactant: [OH:1][CH:2]1[CH2:7][CH2:6][CH:5]([C:8]([OH:10])=[O:9])[CH2:4][CH2:3]1.S(=O)(=O)(O)O.[C:16](OCC)(=O)C.C(=O)(O)[O-].[Na+]. Product: [OH:1][CH:2]1[CH2:7][CH2:6][CH:5]([C:8]([O:10][CH3:16])=[O:9])[CH2:4][CH2:3]1. The catalyst class is: 5. (3) Reactant: [CH3:1][C:2]1[N:7]=[N:6][C:5]2=[N:8][N:9]3[C:14](=[O:15])[CH:13]=[C:12]([CH:16]4[CH2:21][CH2:20][N:19](C(OC(C)(C)C)=O)[CH2:18][CH2:17]4)[NH:11][C:10]3=[C:4]2[C:3]=1[CH3:29].[ClH:30]. Product: [ClH:30].[CH3:1][C:2]1[N:7]=[N:6][C:5]2=[N:8][N:11]3[C:12]([CH:16]4[CH2:21][CH2:20][NH:19][CH2:18][CH2:17]4)=[CH:13][C:14](=[O:15])[NH:9][C:10]3=[C:4]2[C:3]=1[CH3:29]. The catalyst class is: 71. (4) Reactant: [N+:1]([C:4]1[CH:5]=[C:6]2[C:10](=[CH:11][CH:12]=1)[NH:9][CH:8]=[C:7]2[CH2:13][CH2:14][CH2:15]Br)([O-:3])=[O:2].[CH3:17][O:18][C:19]1[C:20]([N:25]2[CH2:30][CH2:29][NH:28][CH2:27][CH2:26]2)=[N:21][CH:22]=[N:23][CH:24]=1.C(N(C(C)C)CC)(C)C. Product: [CH3:17][O:18][C:19]1[C:20]([N:25]2[CH2:30][CH2:29][N:28]([CH2:15][CH2:14][CH2:13][C:7]3[C:6]4[C:10](=[CH:11][CH:12]=[C:4]([N+:1]([O-:3])=[O:2])[CH:5]=4)[NH:9][CH:8]=3)[CH2:27][CH2:26]2)=[N:21][CH:22]=[N:23][CH:24]=1. The catalyst class is: 115. (5) Reactant: [CH2:1]([O:3][C:4]1[CH:5]=[C:6]([CH3:13])[CH:7]=[CH:8][C:9]=1[O:10][CH2:11][CH3:12])[CH3:2].[C:14]1(=[O:20])[O:19][C:17](=[O:18])[CH2:16][CH2:15]1.[Cl-].[Al+3].[Cl-].[Cl-].Cl. Product: [CH2:1]([O:3][C:4]1[C:9]([O:10][CH2:11][CH3:12])=[CH:8][C:7]([C:17](=[O:18])[CH2:16][CH2:15][C:14]([OH:19])=[O:20])=[C:6]([CH3:13])[CH:5]=1)[CH3:2]. The catalyst class is: 4. (6) Reactant: [Br:1][C:2]1[CH:3]=[C:4]([N:8]2[C:12]([NH2:13])=[CH:11][C:10]([C:14]([CH3:17])([CH3:16])[CH3:15])=[N:9]2)[CH:5]=[CH:6][CH:7]=1.[C:18](O[C:18]([O:20][C:21]([CH3:24])([CH3:23])[CH3:22])=[O:19])([O:20][C:21]([CH3:24])([CH3:23])[CH3:22])=[O:19]. Product: [C:21]([O:20][C:18]([N:13]([C:12]1[N:8]([C:4]2[CH:5]=[CH:6][CH:7]=[C:2]([Br:1])[CH:3]=2)[N:9]=[C:10]([C:14]([CH3:17])([CH3:16])[CH3:15])[CH:11]=1)[C:18]([O:20][C:21]([CH3:24])([CH3:23])[CH3:22])=[O:19])=[O:19])([CH3:24])([CH3:23])[CH3:22]. The catalyst class is: 79. (7) Reactant: [NH:1]([C:3](=[O:9])[C:4]([O:6][CH2:7][CH3:8])=[O:5])[NH2:2].CCOC1N(C(OCC)=O)C2C(=CC=CC=2)C=C1.[C:28]([O:32][C:33]([NH:35][CH2:36][C:37](O)=[O:38])=[O:34])([CH3:31])([CH3:30])[CH3:29]. Product: [C:28]([O:32][C:33]([NH:35][CH2:36][C:37]([NH:2][NH:1][C:3](=[O:9])[C:4]([O:6][CH2:7][CH3:8])=[O:5])=[O:38])=[O:34])([CH3:31])([CH3:30])[CH3:29]. The catalyst class is: 4.